Predict the reactants needed to synthesize the given product. From a dataset of Full USPTO retrosynthesis dataset with 1.9M reactions from patents (1976-2016). (1) Given the product [Cl:60][C:61]1[C:62]([N:58]2[CH2:57][CH2:56][NH:55][C@H:54]([CH3:53])[CH2:59]2)=[C:63]2[C:67](=[CH:68][CH:69]=1)[N:66]([S:70]([C:73]1[CH:78]=[CH:77][CH:76]=[C:75]([Cl:79])[CH:74]=1)(=[O:72])=[O:71])[CH:65]=[CH:64]2, predict the reactants needed to synthesize it. The reactants are: C1(P(C2C=CC=CC=2)C2C=CC3C(=CC=CC=3)C=2C2C3C(=CC=CC=3)C=CC=2P(C2C=CC=CC=2)C2C=CC=CC=2)C=CC=CC=1.C(=O)([O-])[O-].[Cs+].[Cs+].[CH3:53][C@@H:54]1[CH2:59][NH:58][CH2:57][CH2:56][NH:55]1.[Cl:60][C:61]1[C:62](OS(C(F)(F)C(F)(F)C(F)(F)C(F)(F)F)(=O)=O)=[C:63]2[C:67](=[CH:68][CH:69]=1)[N:66]([S:70]([C:73]1[CH:78]=[CH:77][CH:76]=[C:75]([Cl:79])[CH:74]=1)(=[O:72])=[O:71])[CH:65]=[CH:64]2. (2) Given the product [Br:1][C:2]1[N:7]=[C:6]([NH:8][CH2:20][C:19]2[CH:22]=[CH:23][C:16]([F:15])=[CH:17][CH:18]=2)[CH:5]=[CH:4][CH:3]=1, predict the reactants needed to synthesize it. The reactants are: [Br:1][C:2]1[N:7]=[C:6]([NH2:8])[CH:5]=[CH:4][CH:3]=1.CC(C)([O-])C.[Na+].[F:15][C:16]1[CH:23]=[CH:22][C:19]([CH2:20]Cl)=[CH:18][CH:17]=1.CCOC(C)=O. (3) Given the product [C:1]([C:5]1[N:14]=[C:13]([NH:20][CH:17]2[CH2:19][CH2:18]2)[C:12]2[C:7](=[CH:8][CH:9]=[C:10]([I:16])[CH:11]=2)[N:6]=1)([CH3:4])([CH3:3])[CH3:2], predict the reactants needed to synthesize it. The reactants are: [C:1]([C:5]1[N:14]=[C:13](Cl)[C:12]2[C:7](=[CH:8][CH:9]=[C:10]([I:16])[CH:11]=2)[N:6]=1)([CH3:4])([CH3:3])[CH3:2].[CH:17]1([NH2:20])[CH2:19][CH2:18]1.C(Cl)(Cl)Cl. (4) The reactants are: Cl.[Cl:2][C:3]1[CH:8]=[C:7]([C:9]2[NH:10][CH:11]=[CH:12][N:13]=2)[C:6]([O:14]COC)=[CH:5][N:4]=1.C(Cl)Cl. Given the product [Cl:2][C:3]1[N:4]=[CH:5][C:6]([OH:14])=[C:7]([C:9]2[NH:13][CH:12]=[CH:11][N:10]=2)[CH:8]=1, predict the reactants needed to synthesize it. (5) The reactants are: [F:1][C:2]1[C:7]([F:8])=[CH:6][C:5]([F:9])=[C:4]([NH:10]N)[N:3]=1. Given the product [NH2:10][C:4]1[C:5]([F:9])=[CH:6][C:7]([F:8])=[C:2]([F:1])[N:3]=1, predict the reactants needed to synthesize it.